Dataset: Peptide-MHC class I binding affinity with 185,985 pairs from IEDB/IMGT. Task: Regression. Given a peptide amino acid sequence and an MHC pseudo amino acid sequence, predict their binding affinity value. This is MHC class I binding data. (1) The peptide sequence is ESEVDDPAM. The binding affinity (normalized) is 0.0847. The MHC is HLA-B07:02 with pseudo-sequence HLA-B07:02. (2) The peptide sequence is LLFRMILNY. The MHC is HLA-A02:01 with pseudo-sequence HLA-A02:01. The binding affinity (normalized) is 0.0847.